Dataset: Catalyst prediction with 721,799 reactions and 888 catalyst types from USPTO. Task: Predict which catalyst facilitates the given reaction. (1) Reactant: [CH3:1][C:2]1[CH:7]=[CH:6][N:5]2[C:8]([C:11]([OH:13])=O)=[CH:9][N:10]=[C:4]2[CH:3]=1.ClCCl.CN(C=O)C.[NH2:22][C:23]1[CH:24]=[C:25]([CH:30]=[CH:31][C:32]=1[F:33])[C:26]([O:28][CH3:29])=[O:27]. Product: [F:33][C:32]1[CH:31]=[CH:30][C:25]([C:26]([O:28][CH3:29])=[O:27])=[CH:24][C:23]=1[NH:22][C:11]([C:8]1[N:5]2[CH:6]=[CH:7][C:2]([CH3:1])=[CH:3][C:4]2=[N:10][CH:9]=1)=[O:13]. The catalyst class is: 228. (2) Reactant: [ClH:1].[CH3:2][CH:3]1[C:8]2[CH:9]=[CH:10][CH:11]=[CH:12][C:7]=2[N:6]([CH:13]2[CH2:18][CH2:17][N:16](C(OC(C)(C)C)=O)[CH2:15][CH2:14]2)[C:5](=[O:26])[O:4]1. Product: [ClH:1].[CH3:2][CH:3]1[C:8]2[CH:9]=[CH:10][CH:11]=[CH:12][C:7]=2[N:6]([CH:13]2[CH2:18][CH2:17][NH:16][CH2:15][CH2:14]2)[C:5](=[O:26])[O:4]1. The catalyst class is: 12. (3) Reactant: [Cl:1][C:2]1[CH:7]=[N:6][C:5](Cl)=[CH:4][N:3]=1.[CH3:9][S-:10].[Na+]. Product: [Cl:1][C:2]1[CH:7]=[N:6][C:5]([S:10][CH3:9])=[CH:4][N:3]=1. The catalyst class is: 163. (4) Reactant: [H-].[Na+].[C:3]1([OH:9])[CH:8]=[CH:7][CH:6]=[CH:5][CH:4]=1.[Br:10][C:11]1[CH:20]=[CH:19][CH:18]=[C:17]2[C:12]=1[N:13]=[C:14](Cl)[C:15]([NH2:21])=[N:16]2. Product: [Br:10][C:11]1[CH:20]=[CH:19][CH:18]=[C:17]2[C:12]=1[N:13]=[C:14]([O:9][C:3]1[CH:8]=[CH:7][CH:6]=[CH:5][CH:4]=1)[C:15]([NH2:21])=[N:16]2. The catalyst class is: 3. (5) Reactant: [S:1]1[C:9]2[CH2:8][CH2:7][NH:6][CH2:5][C:4]=2[CH:3]=[CH:2]1.[NH:10]1[C:14]2[CH:15]=[CH:16][CH:17]=[CH:18][C:13]=2[N:12]=[N:11]1.[Cl:19][C:20]1[CH:27]=[CH:26][CH:25]=[CH:24][C:21]=1[CH:22]=O. Product: [Cl:19][C:20]1[CH:27]=[CH:26][CH:25]=[CH:24][C:21]=1[CH:22]([N:6]1[CH2:7][CH2:8][C:9]2[S:1][CH:2]=[CH:3][C:4]=2[CH2:5]1)[N:10]1[C:14]2[CH:15]=[CH:16][CH:17]=[CH:18][C:13]=2[N:12]=[N:11]1. The catalyst class is: 27. (6) Reactant: [Cl:1][C:2]1[CH:7]=[C:6]([N+:8]([O-:10])=[O:9])[CH:5]=[CH:4][C:3]=1[OH:11].C(=O)([O-])[O-].[K+].[K+].Br[CH2:19][CH2:20][CH:21]=[CH2:22]. Product: [CH2:22]([O:11][C:3]1[CH:4]=[CH:5][C:6]([N+:8]([O-:10])=[O:9])=[CH:7][C:2]=1[Cl:1])[CH2:21][CH:20]=[CH2:19]. The catalyst class is: 10.